This data is from TCR-epitope binding with 47,182 pairs between 192 epitopes and 23,139 TCRs. The task is: Binary Classification. Given a T-cell receptor sequence (or CDR3 region) and an epitope sequence, predict whether binding occurs between them. (1) The epitope is VVYRGTTTY. The TCR CDR3 sequence is CASSTTENSNQPQHF. Result: 1 (the TCR binds to the epitope). (2) The epitope is MPASWVMRI. Result: 1 (the TCR binds to the epitope). The TCR CDR3 sequence is CASRTGLAGSDTQYF. (3) The epitope is YFPLQSYGF. The TCR CDR3 sequence is CASSKAQSSDENQETQYF. Result: 1 (the TCR binds to the epitope). (4) The epitope is GVAMPNLYK. The TCR CDR3 sequence is CASSWAPNTGELFF. Result: 0 (the TCR does not bind to the epitope). (5) The epitope is FLYNLLTRV. The TCR CDR3 sequence is CASSQEASGGPDTQYF. Result: 0 (the TCR does not bind to the epitope).